This data is from Full USPTO retrosynthesis dataset with 1.9M reactions from patents (1976-2016). The task is: Predict the reactants needed to synthesize the given product. (1) Given the product [O:1]=[C:2]1[O:22][C:16]2([CH2:21][CH2:20][CH2:19][CH2:18][CH2:17]2)[C:5]2[CH:6]=[C:7](/[C:10](/[CH3:15])=[CH:11]/[C:12]#[N:14])[CH:8]=[CH:9][C:4]=2[NH:3]1, predict the reactants needed to synthesize it. The reactants are: [O:1]=[C:2]1[O:22][C:16]2([CH2:21][CH2:20][CH2:19][CH2:18][CH2:17]2)[C:5]2[CH:6]=[C:7](/[C:10](/[CH3:15])=[CH:11]/[C:12]([NH2:14])=O)[CH:8]=[CH:9][C:4]=2[NH:3]1.S(Cl)(Cl)=O. (2) Given the product [C:2]1([S:8]([N:11]2[CH2:12][CH2:13][C:14](=[O:15])[CH2:19][CH2:20]2)(=[O:9])=[O:10])[CH:7]=[CH:6][CH:5]=[CH:4][CH:3]=1, predict the reactants needed to synthesize it. The reactants are: Cl.[C:2]1([S:8]([N:11]2[CH2:20][CH2:19][C:14]3(OCC[O:15]3)[CH2:13][CH2:12]2)(=[O:10])=[O:9])[CH:7]=[CH:6][CH:5]=[CH:4][CH:3]=1.O.[OH-].[Na+].